Dataset: Reaction yield outcomes from USPTO patents with 853,638 reactions. Task: Predict the reaction yield, written as a fraction of the theoretical maximum amount of product (1.0 means a 100% yield; for example, 0.34 means a 34% yield). (1) The reactants are [H-].[Na+].[I:3][C:4]1[NH:8][N:7]=[CH:6][C:5]=1[C:9]([O:11][CH2:12][CH3:13])=[O:10].[CH3:14][Si:15]([CH3:22])([CH3:21])[CH2:16][CH2:17][O:18][CH2:19]Cl.O. The catalyst is C1COCC1. The product is [I:3][C:4]1[C:5]([C:9]([O:11][CH2:12][CH3:13])=[O:10])=[CH:6][N:7]([CH2:19][O:18][CH2:17][CH2:16][Si:15]([CH3:22])([CH3:21])[CH3:14])[N:8]=1. The yield is 0.130. (2) The reactants are [C:1]([C:3]1[CH:8]=[CH:7][C:6]([C:9]2([O:12][CH2:13][C:14]3[CH:19]=[CH:18][CH:17]=[CH:16][CH:15]=3)[CH2:11][CH2:10]2)=[C:5]([CH2:20][CH3:21])[CH:4]=1)#[CH:2].[CH2:22]([O:24][C:25](=[O:33])[C:26]1[CH:31]=[CH:30][C:29](I)=[CH:28][CH:27]=1)[CH3:23]. The catalyst is C(N(CC)CC)C.[Cu]I.Cl[Pd](Cl)([P](C1C=CC=CC=1)(C1C=CC=CC=1)C1C=CC=CC=1)[P](C1C=CC=CC=1)(C1C=CC=CC=1)C1C=CC=CC=1. The product is [CH2:13]([O:12][C:9]1([C:6]2[CH:7]=[CH:8][C:3]([C:1]#[C:2][C:29]3[CH:30]=[CH:31][C:26]([C:25]([O:24][CH2:22][CH3:23])=[O:33])=[CH:27][CH:28]=3)=[CH:4][C:5]=2[CH2:20][CH3:21])[CH2:11][CH2:10]1)[C:14]1[CH:15]=[CH:16][CH:17]=[CH:18][CH:19]=1. The yield is 0.720. (3) The reactants are I[C:2]1[NH:19][C:5]2=[N:6][CH:7]=[C:8]([NH:10][C:11]([C:13]3[NH:17][N:16]=[C:15]([CH3:18])[CH:14]=3)=[O:12])[CH:9]=[C:4]2[CH:3]=1.[NH:20]1[CH2:25][CH2:24][O:23][CH2:22][CH2:21]1. No catalyst specified. The product is [CH3:18][C:15]1[CH:14]=[C:13]([C:11]([NH:10][C:8]2[CH:9]=[C:4]3[CH:3]=[C:2]([N:20]4[CH2:25][CH2:24][O:23][CH2:22][CH2:21]4)[NH:19][C:5]3=[N:6][CH:7]=2)=[O:12])[NH:17][N:16]=1. The yield is 0.400. (4) The reactants are [CH3:1][C:2]([O:5][C@H:6]([CH3:32])[C@@H:7]([C:28]([O:30][CH3:31])=[O:29])[NH:8][C:9]([C:11]1[CH:16]=[CH:15][C:14]([C:17]2[CH:22]=[CH:21][C:20]([O:23][CH3:24])=[CH:19][CH:18]=2)=[CH:13][C:12]=1[N+:25]([O-])=O)=[O:10])([CH3:4])[CH3:3]. The catalyst is [Pd].C(O)C. The product is [NH2:25][C:12]1[CH:13]=[C:14]([C:17]2[CH:18]=[CH:19][C:20]([O:23][CH3:24])=[CH:21][CH:22]=2)[CH:15]=[CH:16][C:11]=1[C:9]([NH:8][C@H:7]([C:28]([O:30][CH3:31])=[O:29])[C@@H:6]([CH3:32])[O:5][C:2]([CH3:3])([CH3:4])[CH3:1])=[O:10]. The yield is 0.960. (5) The reactants are [CH3:1][O:2][CH2:3][C:4](=[O:24])[C:5](=[N:10][NH:11][C:12]1[C:22]([F:23])=[CH:21][C:15]2[O:16][C:17]([F:20])([F:19])[O:18][C:14]=2[CH:13]=1)[C:6]([O:8][CH3:9])=[O:7].[CH3:25]OC(OC)N(C)C. No catalyst specified. The product is [CH3:1][O:2][C:3]1[C:4](=[O:24])[C:5]([C:6]([O:8][CH3:9])=[O:7])=[N:10][N:11]([C:12]2[C:22]([F:23])=[CH:21][C:15]3[O:16][C:17]([F:20])([F:19])[O:18][C:14]=3[CH:13]=2)[CH:25]=1. The yield is 0.240. (6) The reactants are [Cl-].O[NH3+:3].[C:4](=[O:7])([O-])[OH:5].[Na+].CS(C)=O.[Si]([O:20][CH2:21][CH2:22][N:23]1[C:28](=[O:29])[C:27]([CH2:30][C:31]2[CH:36]=[CH:35][C:34]([C:37]3[C:38]([C:43]#[N:44])=[CH:39][CH:40]=[CH:41][CH:42]=3)=[CH:33][CH:32]=2)=[C:26]([CH2:45][CH2:46][CH3:47])[N:25]2[N:48]=[CH:49][N:50]=[C:24]12)(C(C)(C)C)(C)C. The catalyst is O.C(OCC)(=O)C. The product is [OH:20][CH2:21][CH2:22][N:23]1[C:28](=[O:29])[C:27]([CH2:30][C:31]2[CH:36]=[CH:35][C:34]([C:37]3[CH:42]=[CH:41][CH:40]=[CH:39][C:38]=3[C:43]3[NH:44][C:4](=[O:7])[O:5][N:3]=3)=[CH:33][CH:32]=2)=[C:26]([CH2:45][CH2:46][CH3:47])[N:25]2[N:48]=[CH:49][N:50]=[C:24]12. The yield is 0.610.